Regression. Given a peptide amino acid sequence and an MHC pseudo amino acid sequence, predict their binding affinity value. This is MHC class II binding data. From a dataset of Peptide-MHC class II binding affinity with 134,281 pairs from IEDB. The peptide sequence is AALLVVAVGLRVVCAKYALA. The MHC is DRB1_1302 with pseudo-sequence DRB1_1302. The binding affinity (normalized) is 0.492.